The task is: Predict the product of the given reaction.. This data is from Forward reaction prediction with 1.9M reactions from USPTO patents (1976-2016). Given the reactants C(=O)([O-])[O-].[K+].[K+].CO.C([O:12][CH2:13][C:14]([N:16]1[CH2:20][CH2:19][CH2:18][CH:17]1[C:21]1[C:22]([O:36][C:37]2[CH:42]=[CH:41][C:40]([C:43]3[CH:48]=[CH:47][CH:46]=[CH:45][C:44]=3[F:49])=[CH:39][CH:38]=2)=[CH:23][C:24]2[N:28]=[C:27]([C:29]3[CH:34]=[CH:33][CH:32]=[CH:31][N:30]=3)[NH:26][C:25]=2[CH:35]=1)=[O:15])(=O)C, predict the reaction product. The product is: [F:49][C:44]1[CH:45]=[CH:46][CH:47]=[CH:48][C:43]=1[C:40]1[CH:39]=[CH:38][C:37]([O:36][C:22]2[C:21]([CH:17]3[CH2:18][CH2:19][CH2:20][N:16]3[CH:14]([OH:15])[CH:13]=[O:12])=[CH:35][C:25]3[NH:26][C:27]([C:29]4[CH:34]=[CH:33][CH:32]=[CH:31][N:30]=4)=[N:28][C:24]=3[CH:23]=2)=[CH:42][CH:41]=1.